This data is from Forward reaction prediction with 1.9M reactions from USPTO patents (1976-2016). The task is: Predict the product of the given reaction. (1) Given the reactants [F:1][C:2]([F:31])([F:30])[C:3]1[CH:4]=[C:5]([C:16]2[O:20][N:19]=[C:18]([C:21]3[N:26]4[CH:27]=[CH:28][N:29]=[C:25]4[CH:24]=[CH:23][CH:22]=3)[N:17]=2)[CH:6]=[CH:7][C:8]=1[O:9][CH:10]([CH3:15])[C:11]([F:14])([F:13])[F:12].C1C(=O)N([Cl:39])C(=O)C1.O, predict the reaction product. The product is: [Cl:39][C:27]1[N:26]2[C:21]([C:18]3[N:17]=[C:16]([C:5]4[CH:6]=[CH:7][C:8]([O:9][CH:10]([CH3:15])[C:11]([F:13])([F:12])[F:14])=[C:3]([C:2]([F:1])([F:30])[F:31])[CH:4]=4)[O:20][N:19]=3)=[CH:22][CH:23]=[CH:24][C:25]2=[N:29][CH:28]=1. (2) Given the reactants Br[C:2]1[CH:7]=[CH:6][N:5]=[C:4]2[NH:8][CH:9]=[CH:10][C:3]=12.[H-].[Na+].C([Li])CCC.[B:18](OC(C)C)([O:23]C(C)C)[O:19]C(C)C, predict the reaction product. The product is: [NH:8]1[C:4]2=[N:5][CH:6]=[CH:7][C:2]([B:18]([OH:23])[OH:19])=[C:3]2[CH:10]=[CH:9]1. (3) Given the reactants CN(C)CCN(C)C.[CH2:9]1[CH2:13][O:12][CH2:11][CH2:10]1.[CH:14]1([C:17]2[N:21]([CH:22]3[CH2:24][CH2:23]3)[C:20]([C:25]([CH3:32])([C:27]3[S:28]C=CC=3)[CH3:26])=[N:19][N:18]=2)[CH2:16][CH2:15]1.CCCCCC.C([Li])CCC, predict the reaction product. The product is: [CH:22]1([N:21]2[C:17]([CH:14]3[CH2:16][CH2:15]3)=[N:18][N:19]=[C:20]2[C:25]([C:27]2[S:28][C:9]([CH:13]=[O:12])=[CH:10][CH:11]=2)([CH3:32])[CH3:26])[CH2:24][CH2:23]1. (4) Given the reactants C(NC(C)C)(C)C.C([Li])CCC.[C:13]([C:15]1([O:25][Si:26]([CH3:29])([CH3:28])[CH3:27])[CH2:24][CH2:23][C:18]2([O:22][CH2:21][CH2:20][O:19]2)[CH2:17][CH2:16]1)#[CH:14].[N:30]1[CH:31]=[N:32][N:33]2[CH:38]=[C:37]([CH:39]=[O:40])[CH:36]=[CH:35][C:34]=12, predict the reaction product. The product is: [N:30]1[CH:31]=[N:32][N:33]2[CH:38]=[C:37]([CH:39]([OH:40])[C:14]#[C:13][C:15]3([O:25][Si:26]([CH3:27])([CH3:29])[CH3:28])[CH2:24][CH2:23][C:18]4([O:19][CH2:20][CH2:21][O:22]4)[CH2:17][CH2:16]3)[CH:36]=[CH:35][C:34]=12. (5) Given the reactants [C:1]([OH:24])(=[O:23])[CH2:2][CH2:3][CH2:4][CH2:5][CH2:6][CH2:7][CH2:8][CH2:9][CH2:10][CH2:11][CH2:12][CH2:13][CH2:14][CH2:15][CH2:16][CH2:17][CH2:18][CH2:19][CH2:20][CH2:21][CH3:22].[CH2:25]([OH:32])[C@@H:26]([C@@H:28]([CH2:30][OH:31])O)[OH:27].[C:33]1([CH3:40])[C:34]([CH3:39])=[CH:35][CH:36]=[CH:37][CH:38]=1.S(=O)(=O)(O)O, predict the reaction product. The product is: [C:1]([O:24][C@H:28]([C@@H:26]([CH2:25][OH:32])[O:27][C:1](=[O:23])[CH2:2][CH2:3][CH2:4][CH2:5][CH2:6][CH2:7][CH2:8][CH2:9][CH2:10][CH2:11][CH2:12][CH2:13][CH2:14][CH2:39][CH2:34][CH2:35][CH2:36][CH2:37][CH2:38][CH2:33][CH3:40])[CH2:30][OH:31])(=[O:23])[CH2:2][CH2:3][CH2:4][CH2:5][CH2:6][CH2:7][CH2:8][CH2:9][CH2:10][CH2:11][CH2:12][CH2:13][CH2:14][CH2:15][CH2:16][CH2:17][CH2:18][CH2:19][CH2:20][CH2:21][CH3:22]. (6) Given the reactants [CH2:1]([O:3][C:4]([C@@:6]12[CH2:24][C@H:23]1[CH:22]=[CH:21][CH2:20][CH2:19][CH2:18][CH2:17][CH2:16][C@H:15]([NH:25][C:26]([O:28][C:29]([CH3:32])([CH3:31])[CH3:30])=[O:27])[C:14](=[O:33])[N:13]1[C@@H:9]([CH2:10][C@@H:11]([OH:34])[CH2:12]1)[C:8](=[O:35])[NH:7]2)=[O:5])[CH3:2].C1N=CN([C:41]([N:43]2[CH:47]=N[CH:45]=[CH:44]2)=[O:42])C=1.C(Cl)Cl.CO.C1[C:61]2[C:56](=[CH:57][CH:58]=C[CH:60]=2)CN1, predict the reaction product. The product is: [CH2:1]([O:3][C:4]([C@@:6]12[CH2:24][C@H:23]1[CH:22]=[CH:21][CH2:20][CH2:19][CH2:18][CH2:17][CH2:16][C@H:15]([NH:25][C:26]([O:28][C:29]([CH3:31])([CH3:30])[CH3:32])=[O:27])[C:14](=[O:33])[N:13]1[C@@H:9]([CH2:10][C@@H:11]([O:34][C:41]([N:43]3[CH2:44][C:45]4[C:58](=[CH:57][CH:56]=[CH:61][CH:60]=4)[CH2:47]3)=[O:42])[CH2:12]1)[C:8](=[O:35])[NH:7]2)=[O:5])[CH3:2]. (7) Given the reactants C([N:4]1[C:13]2[C:8](=[CH:9][C:10]([C:14]#[N:15])=[CH:11][CH:12]=2)[C@H:7]([NH2:16])[C@@H:6]([CH3:17])[C@@H:5]1[CH:18]1[CH2:20][CH2:19]1)(=O)C.Br[C:22]1[C:23](=[O:29])[N:24]([CH3:28])[CH:25]=[CH:26][CH:27]=1.CC(C)([O-])C.[Na+], predict the reaction product. The product is: [CH:18]1([C@H:5]2[C@H:6]([CH3:17])[C@@H:7]([NH:16][C:22]3[C:23](=[O:29])[N:24]([CH3:28])[CH:25]=[CH:26][CH:27]=3)[C:8]3[C:13](=[CH:12][CH:11]=[C:10]([C:14]#[N:15])[CH:9]=3)[NH:4]2)[CH2:19][CH2:20]1.